From a dataset of Catalyst prediction with 721,799 reactions and 888 catalyst types from USPTO. Predict which catalyst facilitates the given reaction. (1) Reactant: Cl[C:2]1[CH:7]=[CH:6][C:5]([N+:8]([O-:10])=[O:9])=[CH:4][N:3]=1.[CH:11]1([C:17]2[CH:22]=[CH:21][C:20]([OH:23])=[CH:19][CH:18]=2)[CH2:16][CH2:15][CH2:14][CH2:13][CH2:12]1.C([O-])([O-])=O.[K+].[K+]. Product: [CH:11]1([C:17]2[CH:18]=[CH:19][C:20]([O:23][C:2]3[CH:7]=[CH:6][C:5]([N+:8]([O-:10])=[O:9])=[CH:4][N:3]=3)=[CH:21][CH:22]=2)[CH2:12][CH2:13][CH2:14][CH2:15][CH2:16]1. The catalyst class is: 16. (2) Reactant: [CH3:1][O:2][C:3]1[CH:4]=[C:5]2[C:10](=[CH:11][CH:12]=1)[N:9]=[C:8]([CH2:13][NH:14][CH2:15][CH2:16][OH:17])[CH:7]=[CH:6]2.CO.[OH-].[K+]. Product: [CH3:1][O:2][C:3]1[CH:4]=[C:5]2[C:10](=[CH:11][CH:12]=1)[NH:9][CH:8]([CH2:13][NH:14][CH2:15][CH2:16][OH:17])[CH2:7][CH2:6]2. The catalyst class is: 181. (3) Reactant: NC1C=CNN=1.O/[CH:8]=[C:9]1\[C:10](=[O:18])[NH:11][C:12]2[C:17]\1=[CH:16][CH:15]=[CH:14][CH:13]=2.[CH3:19][O:20][C:21]1[CH:22]=[C:23]([C:29]2[C:33]([CH3:34])=[N:32][NH:31][C:30]=2[NH2:35])[CH:24]=[CH:25][C:26]=1[O:27][CH3:28]. Product: [CH3:19][O:20][C:21]1[CH:22]=[C:23]([C:29]2[C:33]([CH3:34])=[N:32][NH:31][C:30]=2[NH:35][CH:8]=[C:9]2[C:17]3[C:12](=[CH:13][CH:14]=[CH:15][CH:16]=3)[NH:11][C:10]2=[O:18])[CH:24]=[CH:25][C:26]=1[O:27][CH3:28]. The catalyst class is: 7. (4) Reactant: [CH2:1]([N:8]([CH2:21][C:22]1[CH:44]=[CH:43][C:25]([O:26][C:27]2[CH:28]=[C:29]([CH:40]=[CH:41][CH:42]=2)[O:30][CH2:31][CH:32]2[CH2:34][CH:33]2[C:35]([O:37]CC)=[O:36])=[CH:24][CH:23]=1)[C:9]1[CH:14]=[CH:13][CH:12]=[C:11]([NH:15][S:16]([CH3:19])(=[O:18])=[O:17])[C:10]=1[CH3:20])[C:2]1[CH:7]=[CH:6][CH:5]=[CH:4][CH:3]=1.Cl.O1CCCC1. Product: [CH2:1]([N:8]([CH2:21][C:22]1[CH:23]=[CH:24][C:25]([O:26][C:27]2[CH:28]=[C:29]([CH:40]=[CH:41][CH:42]=2)[O:30][CH2:31][CH:32]2[CH2:34][CH:33]2[C:35]([OH:37])=[O:36])=[CH:43][CH:44]=1)[C:9]1[CH:14]=[CH:13][CH:12]=[C:11]([NH:15][S:16]([CH3:19])(=[O:18])=[O:17])[C:10]=1[CH3:20])[C:2]1[CH:7]=[CH:6][CH:5]=[CH:4][CH:3]=1. The catalyst class is: 6. (5) Reactant: [C:1]([C:3]1[CH:8]=[CH:7][C:6]([OH:9])=[CH:5][CH:4]=1)#[N:2].[CH3:10][C:11]([C:13]1[CH:18]=[CH:17][C:16](F)=[CH:15][C:14]=1[Cl:20])=[O:12].C([O-])([O-])=O.[K+].[K+].CCCCCCC.CCOC(C)=O. Product: [C:11]([C:13]1[CH:18]=[CH:17][C:16]([O:9][C:6]2[CH:7]=[CH:8][C:3]([C:1]#[N:2])=[CH:4][CH:5]=2)=[CH:15][C:14]=1[Cl:20])(=[O:12])[CH3:10]. The catalyst class is: 287.